This data is from NCI-60 drug combinations with 297,098 pairs across 59 cell lines. The task is: Regression. Given two drug SMILES strings and cell line genomic features, predict the synergy score measuring deviation from expected non-interaction effect. (1) Drug 1: B(C(CC(C)C)NC(=O)C(CC1=CC=CC=C1)NC(=O)C2=NC=CN=C2)(O)O. Drug 2: CC1C(C(CC(O1)OC2CC(CC3=C2C(=C4C(=C3O)C(=O)C5=CC=CC=C5C4=O)O)(C(=O)C)O)N)O. Cell line: MDA-MB-231. Synergy scores: CSS=64.5, Synergy_ZIP=4.15, Synergy_Bliss=3.49, Synergy_Loewe=7.23, Synergy_HSA=8.01. (2) Drug 1: C1CN1C2=NC(=NC(=N2)N3CC3)N4CC4. Drug 2: COC1=CC(=CC(=C1O)OC)C2C3C(COC3=O)C(C4=CC5=C(C=C24)OCO5)OC6C(C(C7C(O6)COC(O7)C8=CC=CS8)O)O. Cell line: HCT-15. Synergy scores: CSS=47.9, Synergy_ZIP=0.661, Synergy_Bliss=2.94, Synergy_Loewe=-0.705, Synergy_HSA=5.38.